This data is from Full USPTO retrosynthesis dataset with 1.9M reactions from patents (1976-2016). The task is: Predict the reactants needed to synthesize the given product. Given the product [O:18]1[CH2:19][CH2:20][N:21]([C:24]2[CH:25]=[CH:26][C:27]([C:28]([NH:1][C:2]3[CH:10]=[CH:9][C:8]4[C:4](=[CH:5][N:6]([C:11]5[CH:16]=[CH:15][C:14]([N:17]6[CH2:22][CH2:23][O:18][CH2:19][CH2:20]6)=[CH:13][CH:12]=5)[N:7]=4)[CH:3]=3)=[O:30])=[CH:31][CH:32]=2)[CH2:22][CH2:23]1, predict the reactants needed to synthesize it. The reactants are: [NH2:1][C:2]1[CH:10]=[CH:9][C:8]2[C:4](=[CH:5][N:6]([C:11]3[CH:16]=[CH:15][C:14]([NH2:17])=[CH:13][CH:12]=3)[N:7]=2)[CH:3]=1.[O:18]1[CH2:23][CH2:22][N:21]([C:24]2[CH:32]=[CH:31][C:27]([C:28]([O-:30])=O)=[CH:26][CH:25]=2)[CH2:20][CH2:19]1.